Dataset: Full USPTO retrosynthesis dataset with 1.9M reactions from patents (1976-2016). Task: Predict the reactants needed to synthesize the given product. (1) The reactants are: C(OC([N:8]1[CH2:12][CH2:11][C@H:10]([O:13][CH2:14][C:15]2[CH:20]=[CH:19][CH:18]=[CH:17][C:16]=2[C:21]2[CH:26]=[CH:25][C:24]([F:27])=[CH:23][C:22]=2[F:28])[CH2:9]1)=O)(C)(C)C.[ClH:29]. Given the product [ClH:29].[F:28][C:22]1[CH:23]=[C:24]([F:27])[CH:25]=[CH:26][C:21]=1[C:16]1[CH:17]=[CH:18][CH:19]=[CH:20][C:15]=1[CH2:14][O:13][C@H:10]1[CH2:11][CH2:12][NH:8][CH2:9]1, predict the reactants needed to synthesize it. (2) Given the product [C:20]1([C:49]2[CH:50]=[CH:51][CH:52]=[CH:53][CH:54]=2)[CH:28]=[CH:29][C:17]([N:16]([C:13]2[CH:14]=[CH:15][C:10]3[O:59][C:56]4[CH:58]=[CH:23][CH:22]=[CH:27][C:57]=4[C:11]=3[CH:12]=2)[C:6]2[CH:5]=[C:4]([Br:9])[CH:3]=[C:2]([N:16]([C:13]3[CH:14]=[CH:15][C:10]([C:30]4[CH:31]=[CH:32][CH:33]=[CH:34][CH:35]=4)=[CH:11][CH:12]=3)[C:17]3[CH:29]=[CH:28][C:20]4[O:21][C:22]5[CH:27]=[CH:26][CH:25]=[CH:24][C:23]=5[C:19]=4[CH:18]=3)[CH:7]=2)=[CH:18][CH:19]=1, predict the reactants needed to synthesize it. The reactants are: Br[C:2]1[CH:7]=[C:6](Br)[CH:5]=[C:4]([Br:9])[CH:3]=1.[C:10]1([C:30]2[CH:35]=[CH:34][CH:33]=[CH:32][CH:31]=2)[CH:15]=[CH:14][C:13]([NH:16][C:17]2[CH:29]=[CH:28][C:20]3[O:21][C:22]4[CH:27]=[CH:26][CH:25]=[CH:24][C:23]=4[C:19]=3[CH:18]=2)=[CH:12][CH:11]=1.[CH:49]1[CH:54]=[CH:53][C:52](P([C:49]2[CH:54]=[CH:53][CH:52]=[CH:51][CH:50]=2)[C:49]2[CH:54]=[CH:53][CH:52]=[CH:51][CH:50]=2)=[CH:51][CH:50]=1.C[C:56]([O-:59])([CH3:58])[CH3:57].[Na+]. (3) Given the product [CH2:19]([O:18][C:16]([N:9]([CH2:8][C:6]1[CH:5]=[CH:4][C:3]2[N:26]([CH2:27][C@@H:28]3[CH2:32][CH2:31][CH2:30][N:29]3[C:33]([O:35][C:36]([CH3:38])([CH3:37])[CH3:39])=[O:34])[C:41](=[NH:40])[NH:1][C:2]=2[CH:7]=1)[C@H:10]([C:12]([CH3:13])([CH3:14])[CH3:15])[CH3:11])=[O:17])[C:20]1[CH:25]=[CH:24][CH:23]=[CH:22][CH:21]=1, predict the reactants needed to synthesize it. The reactants are: [NH2:1][C:2]1[CH:7]=[C:6]([CH2:8][N:9]([C:16]([O:18][CH2:19][C:20]2[CH:25]=[CH:24][CH:23]=[CH:22][CH:21]=2)=[O:17])[C@H:10]([C:12]([CH3:15])([CH3:14])[CH3:13])[CH3:11])[CH:5]=[CH:4][C:3]=1[NH:26][CH2:27][C@@H:28]1[CH2:32][CH2:31][CH2:30][N:29]1[C:33]([O:35][C:36]([CH3:39])([CH3:38])[CH3:37])=[O:34].[N:40]#[C:41]Br. (4) Given the product [Cl:14][C:10]1[CH:9]=[C:8]([C:5]2[CH:6]=[CH:7][C:2]3[NH:1][C:23](=[O:24])[O:16][C:15]([CH:17]4[CH2:19][CH2:18]4)([CH:20]4[CH2:21][CH2:22]4)[C:3]=3[CH:4]=2)[CH:13]=[CH:12][CH:11]=1, predict the reactants needed to synthesize it. The reactants are: [NH2:1][C:2]1[CH:7]=[CH:6][C:5]([C:8]2[CH:13]=[CH:12][CH:11]=[C:10]([Cl:14])[CH:9]=2)=[CH:4][C:3]=1[C:15]([CH:20]1[CH2:22][CH2:21]1)([CH:17]1[CH2:19][CH2:18]1)[OH:16].[C:23](N1C=CN=C1)(N1C=CN=C1)=[O:24]. (5) Given the product [Cl:1][C:2]1[CH:7]=[CH:6][C:5]([CH:8]2[CH2:13][CH2:12][N:11]([C:21](=[O:22])[C@H:17]([NH:16][C:24](=[O:25])[O:26][C:27]([CH3:30])([CH3:29])[CH3:28])[CH:18]([CH3:20])[CH3:19])[CH2:10][C:9]2([CH3:15])[CH3:14])=[CH:4][CH:3]=1, predict the reactants needed to synthesize it. The reactants are: [Cl:1][C:2]1[CH:7]=[CH:6][C:5]([CH:8]2[CH2:13][CH2:12][NH:11][CH2:10][C:9]2([CH3:15])[CH3:14])=[CH:4][CH:3]=1.[NH:16]([C:24]([O:26][C:27]([CH3:30])([CH3:29])[CH3:28])=[O:25])[C@@H:17]([C:21](O)=[O:22])[CH:18]([CH3:20])[CH3:19].C1C=CC2N(O)N=NC=2C=1.C(N(CC)CC)C.C(Cl)CCl. (6) Given the product [F:34][C:2]([F:1])([F:33])[O:3][C:4]1[CH:9]=[CH:8][CH:7]=[CH:6][C:5]=1[NH:10][C:11](=[O:32])[NH:12][C:13]1[CH:14]=[CH:15][C:16]([C:19]2[N:23]3[CH:24]=[CH:25][N:26]=[C:27]([C:28]([OH:30])=[O:29])[C:22]3=[N:21][N:20]=2)=[CH:17][CH:18]=1, predict the reactants needed to synthesize it. The reactants are: [F:1][C:2]([F:34])([F:33])[O:3][C:4]1[CH:9]=[CH:8][CH:7]=[CH:6][C:5]=1[NH:10][C:11](=[O:32])[NH:12][C:13]1[CH:18]=[CH:17][C:16]([C:19]2[N:23]3[CH:24]=[CH:25][N:26]=[C:27]([C:28]([O:30]C)=[O:29])[C:22]3=[N:21][N:20]=2)=[CH:15][CH:14]=1.C[Si](C)(C)[O-].[K+].Cl.